Dataset: Reaction yield outcomes from USPTO patents with 853,638 reactions. Task: Predict the reaction yield, written as a fraction of the theoretical maximum amount of product (1.0 means a 100% yield; for example, 0.34 means a 34% yield). (1) The reactants are [CH2:1]([O:8][P:9]([O:19][C:20]1[CH:28]=[CH:27][C:23]([C:24]([OH:26])=[O:25])=[CH:22][CH:21]=1)([O:11][CH2:12][C:13]1[CH:18]=[CH:17][CH:16]=[CH:15][CH:14]=1)=[O:10])[C:2]1[CH:7]=[CH:6][CH:5]=[CH:4][CH:3]=1.[OH-].[Na+].[N+]([O-])([O-])=O.[Ag+:35].CCOC(C)=O. The product is [Ag+:35].[CH2:12]([O:11][P:9]([O:19][C:20]1[CH:21]=[CH:22][C:23]([C:24]([O-:26])=[O:25])=[CH:27][CH:28]=1)([O:8][CH2:1][C:2]1[CH:7]=[CH:6][CH:5]=[CH:4][CH:3]=1)=[O:10])[C:13]1[CH:14]=[CH:15][CH:16]=[CH:17][CH:18]=1. The catalyst is C1COCC1.O. The yield is 0.880. (2) The reactants are [OH:1][C:2]1[CH:3]=[C:4]([CH:10]=[CH:11][C:12]=1[OH:13])[C:5]([O:7][CH2:8][CH3:9])=[O:6].CO[C:16](OC)([CH3:18])[CH3:17].C1(C)C=CC(S(O)(=O)=O)=CC=1. The catalyst is C1(C)C=CC=CC=1. The product is [CH3:17][C:16]1([CH3:18])[O:13][C:12]2[CH:11]=[CH:10][C:4]([C:5]([O:7][CH2:8][CH3:9])=[O:6])=[CH:3][C:2]=2[O:1]1. The yield is 0.490.